Dataset: Experimentally validated miRNA-target interactions with 360,000+ pairs, plus equal number of negative samples. Task: Binary Classification. Given a miRNA mature sequence and a target amino acid sequence, predict their likelihood of interaction. (1) The miRNA is hsa-miR-6514-5p with sequence UAUGGAGUGGACUUUCAGCUGGC. The protein sequence of the target gene is MRALRAGLTLASGAGLGAVVEGWRRRREDARAAPGLLGRLPVLPVAAAAELPPVPGGPRGPGELAKYGLPGLAQLKSRESYVLCYDPRTRGALWVVEQLRPERLRGDGDRRECDFREDDSVHAYHRATNADYRGSGFDRGHLAAAANHRWSQKAMDDTFYLSNVAPQVPHLNQNAWNNLEKYSRSLTRSYQNVYVCTGPLFLPRTEADGKSYVKYQVIGKNHVAVPTHFFKVLILEAAGGQIELRTYVMPNAPVDEAIPLERFLVPIESIERASGLLFVPNILARAGSLKAITAGSK. Result: 0 (no interaction). (2) The miRNA is hsa-miR-4507 with sequence CUGGGUUGGGCUGGGCUGGG. The protein sequence of the target gene is MEKRLGVKPNPASWILSGYYWQTSAKWLRSLYLFYTCFCFSVLWLSTDASESRCQQGKTQFGVGLRSGGENHLWLLEGTPSLQSCWAACCQDSACHVFWWLEGMCIQADCSRPQSCRAFRTHSSNSMLVFLKKFQTADDLGFLPEDDVPHLLGLGWNWASWRQSPPRAALRPAVSSSDQQSLIRKLQKRGSPSDVVTPIVTQHSKVNDSNELGGLTTSGSAEVHKAITISSPLTTDLTAELSGGPKNVSVQPEISEGLATTPSTQQVKSSEKTQIAVPQPVAPSYSYATPTPQASFQSTS.... Result: 0 (no interaction).